The task is: Predict the product of the given reaction.. This data is from Forward reaction prediction with 1.9M reactions from USPTO patents (1976-2016). (1) Given the reactants [H-].[K+].N#N.[CH2:5]([N:12]([CH2:19][C:20]1[CH:25]=[CH:24][CH:23]=[CH:22][CH:21]=1)[CH2:13][CH2:14][C:15]([CH3:18])([OH:17])[CH3:16])[C:6]1[CH:11]=[CH:10][CH:9]=[CH:8][CH:7]=1.[CH3:26]I.[NH4+].[Cl-], predict the reaction product. The product is: [CH2:19]([N:12]([CH2:5][C:6]1[CH:11]=[CH:10][CH:9]=[CH:8][CH:7]=1)[CH2:13][CH2:14][C:15]([O:17][CH3:26])([CH3:18])[CH3:16])[C:20]1[CH:21]=[CH:22][CH:23]=[CH:24][CH:25]=1. (2) Given the reactants C([O:3][P:4]([C:9]1[CH:14]=[CH:13][CH:12]=[CH:11][C:10]=1[NH:15][C:16]([NH:18][C:19]1[CH:24]=[CH:23][C:22]([Cl:25])=[C:21]([C:26]([F:29])([F:28])[F:27])[CH:20]=1)=[O:17])(=[O:8])[O:5]CC)C.C[Si](Br)(C)C, predict the reaction product. The product is: [Cl:25][C:22]1[CH:23]=[CH:24][C:19]([NH:18][C:16](=[O:17])[NH:15][C:10]2[CH:11]=[CH:12][CH:13]=[CH:14][C:9]=2[P:4](=[O:3])([OH:5])[OH:8])=[CH:20][C:21]=1[C:26]([F:29])([F:27])[F:28]. (3) Given the reactants [Cl:1][C:2]1[CH:7]=[CH:6][C:5]([C:8]2[CH:15]=[CH:14][C:11]([CH:12]=[O:13])=[CH:10][CH:9]=2)=[CH:4][CH:3]=1.C(=O)(O)[O-:17].[Na+].OOS([O-])=O.[K+].S(=O)(O)[O-].[Na+].Cl, predict the reaction product. The product is: [Cl:1][C:2]1[CH:3]=[CH:4][C:5]([C:8]2[CH:15]=[CH:14][C:11]([C:12]([OH:17])=[O:13])=[CH:10][CH:9]=2)=[CH:6][CH:7]=1. (4) Given the reactants [Br:1][C:2]1[CH:7]=[C:6]([NH:8][CH3:9])[C:5]([N+:10]([O-])=O)=[CH:4][N:3]=1.[NH4+].[Cl-], predict the reaction product. The product is: [Br:1][C:2]1[N:3]=[CH:4][C:5]([NH2:10])=[C:6]([NH:8][CH3:9])[CH:7]=1.